Dataset: Full USPTO retrosynthesis dataset with 1.9M reactions from patents (1976-2016). Task: Predict the reactants needed to synthesize the given product. (1) Given the product [CH3:43][N:44]([CH3:48])[C:45]([O:32][C:23]1[CH:22]=[C:21]([CH2:20][N:13]2[C:14]3[C:19](=[CH:18][CH:17]=[CH:16][CH:15]=3)[C:11]([C:8]3[CH:7]=[CH:6][C:5]([C:2]([CH3:4])([CH3:1])[CH3:3])=[CH:10][CH:9]=3)=[C:12]2[C:33]([OH:35])=[O:34])[CH:26]=[C:25]([O:27][CH2:28][CH2:29][O:30][CH3:31])[CH:24]=1)=[O:46], predict the reactants needed to synthesize it. The reactants are: [CH3:1][C:2]([C:5]1[CH:10]=[CH:9][C:8]([C:11]2[C:19]3[C:14](=[CH:15][CH:16]=[CH:17][CH:18]=3)[N:13]([CH2:20][C:21]3[CH:26]=[C:25]([O:27][CH2:28][CH2:29][O:30][CH3:31])[CH:24]=[C:23]([OH:32])[CH:22]=3)[C:12]=2[C:33]([O:35]CC2C=CC=CC=2)=[O:34])=[CH:7][CH:6]=1)([CH3:4])[CH3:3].[CH3:43][N:44]([CH3:48])[C:45](Cl)=[O:46].CCOC(C)=O. (2) Given the product [C:10]([O:9][C:7]([C:6]1[CH:14]=[CH:15][C:3]([C:1]([OH:17])=[O:2])=[CH:4][C:5]=1[CH3:16])=[O:8])([CH3:11])([CH3:12])[CH3:13], predict the reactants needed to synthesize it. The reactants are: [CH:1]([C:3]1[CH:15]=[CH:14][C:6]([C:7]([O:9][C:10]([CH3:13])([CH3:12])[CH3:11])=[O:8])=[C:5]([CH3:16])[CH:4]=1)=[O:2].[OH:17]OS([O-])=O.[K+].C(OCC)(=O)C. (3) Given the product [CH:35]1([CH2:38][NH:39][C:27]2[N:26]=[C:25]([C:9]3[C:8]([C:5]4[CH:6]=[CH:7][C:2]([F:1])=[CH:3][CH:4]=4)=[N:13][C:12]4=[N:14][N:15]([CH3:17])[CH:16]=[C:11]4[C:10]=3[C:18]3[CH:23]=[CH:22][C:21]([OH:24])=[CH:20][CH:19]=3)[CH:30]=[CH:29][N:28]=2)[CH2:37][CH2:36]1, predict the reactants needed to synthesize it. The reactants are: [F:1][C:2]1[CH:7]=[CH:6][C:5]([C:8]2[C:9]([C:25]3[CH:30]=[CH:29][N:28]=[C:27](S(C)(=O)=O)[N:26]=3)=[C:10]([C:18]3[CH:23]=[CH:22][C:21]([OH:24])=[CH:20][CH:19]=3)[C:11]3[C:12](=[N:14][N:15]([CH3:17])[CH:16]=3)[N:13]=2)=[CH:4][CH:3]=1.[CH:35]1([CH2:38][NH2:39])[CH2:37][CH2:36]1. (4) The reactants are: [N:1]([CH2:4][CH2:5][C:6]1[CH:11]=[CH:10][CH:9]=[CH:8][CH:7]=1)=[C:2]=[O:3].[NH2:12][CH2:13][CH2:14][CH2:15][CH2:16][CH2:17][C:18]([CH3:27])([C:21]1[CH:26]=[CH:25][CH:24]=[CH:23][CH:22]=1)[CH2:19][OH:20]. Given the product [OH:20][CH2:19][C:18]([CH3:27])([C:21]1[CH:22]=[CH:23][CH:24]=[CH:25][CH:26]=1)[CH2:17][CH2:16][CH2:15][CH2:14][CH2:13][NH:12][C:2]([NH:1][CH2:4][CH2:5][C:6]1[CH:11]=[CH:10][CH:9]=[CH:8][CH:7]=1)=[O:3], predict the reactants needed to synthesize it. (5) Given the product [F:29][C:28]([F:31])([F:30])[S:25]([O:16][CH:3]([CH2:4][NH:5][C:6]([O:7][CH2:8][C:9]1[CH:10]=[CH:11][CH:12]=[CH:13][CH:14]=1)=[O:15])[CH:2]([F:17])[F:1])(=[O:27])=[O:26], predict the reactants needed to synthesize it. The reactants are: [F:1][CH:2]([F:17])[CH:3]([OH:16])[CH2:4][NH:5][C:6](=[O:15])[O:7][CH2:8][C:9]1[CH:14]=[CH:13][CH:12]=[CH:11][CH:10]=1.C(N(CC)CC)C.[S:25](O[S:25]([C:28]([F:31])([F:30])[F:29])(=[O:27])=[O:26])([C:28]([F:31])([F:30])[F:29])(=[O:27])=[O:26]. (6) Given the product [CH2:15]([N:3]([CH2:1][CH3:2])[CH2:4][CH2:5][C:6]1[CH:14]=[C:13]2[C:9]([CH:10]=[CH:11][N:12]2[CH:18]([CH3:20])[CH3:19])=[CH:8][CH:7]=1)[CH3:16], predict the reactants needed to synthesize it. The reactants are: [CH2:1]([N:3]([CH2:15][CH3:16])[CH2:4][CH2:5][C:6]1[CH:14]=[C:13]2[C:9]([CH:10]=[CH:11][NH:12]2)=[CH:8][CH:7]=1)[CH3:2].I[CH:18]([CH3:20])[CH3:19].[H-].[Na+].C([O-])([O-])=O.[K+].[K+]. (7) Given the product [Cl:24][C:23]1[CH:22]=[CH:21][C:20]([C:3]2[C:2]([Cl:1])=[CH:7][N:6]=[C:5]([F:8])[CH:4]=2)=[CH:19][C:18]=1[NH:17][C:15](=[O:16])[O:14][C:10]([CH3:12])([CH3:11])[CH3:13], predict the reactants needed to synthesize it. The reactants are: [Cl:1][C:2]1[C:3](I)=[CH:4][C:5]([F:8])=[N:6][CH:7]=1.[C:10]([O:14][C:15]([NH:17][C:18]1[CH:19]=[C:20](B(O)O)[CH:21]=[CH:22][C:23]=1[Cl:24])=[O:16])([CH3:13])([CH3:12])[CH3:11].C(=O)([O-])[O-].[Na+].[Na+]. (8) Given the product [Br:33][C:18]1[C:17](=[O:34])[N:16]([CH2:15][C:12]2[CH:13]=[CH:14][C:9]([NH:8][C:6](=[O:7])[CH:5]([OH:4])[CH3:35])=[CH:10][CH:11]=2)[C:21]([CH3:22])=[CH:20][C:19]=1[O:23][CH2:24][C:25]1[CH:30]=[CH:29][C:28]([F:31])=[CH:27][C:26]=1[F:32], predict the reactants needed to synthesize it. The reactants are: C([O:4][CH:5]([CH3:35])[C:6]([NH:8][C:9]1[CH:14]=[CH:13][C:12]([CH2:15][N:16]2[C:21]([CH3:22])=[CH:20][C:19]([O:23][CH2:24][C:25]3[CH:30]=[CH:29][C:28]([F:31])=[CH:27][C:26]=3[F:32])=[C:18]([Br:33])[C:17]2=[O:34])=[CH:11][CH:10]=1)=[O:7])(=O)C.C([O-])([O-])=O.[K+].[K+]. (9) The reactants are: NC(CS)C(O)=O.[C:8]([C:10]1[CH:11]=[C:12]([C:21]2[O:25][N:24]=[C:23]([C:26]3[CH:34]=[CH:33][C:32]4[N:31]5[CH2:35][CH2:36][CH:37]([CH2:38][C:39]([O:41]C(C)(C)C)=[O:40])[C:30]5=[CH:29][C:28]=4[CH:27]=3)[N:22]=2)[CH:13]=[C:14]([O:16][C:17]([F:20])([F:19])[F:18])[CH:15]=1)#[N:9]. Given the product [C:8]([C:10]1[CH:11]=[C:12]([C:21]2[O:25][N:24]=[C:23]([C:26]3[CH:34]=[CH:33][C:32]4[N:31]5[CH2:35][CH2:36][CH:37]([CH2:38][C:39]([OH:41])=[O:40])[C:30]5=[CH:29][C:28]=4[CH:27]=3)[N:22]=2)[CH:13]=[C:14]([O:16][C:17]([F:20])([F:18])[F:19])[CH:15]=1)#[N:9], predict the reactants needed to synthesize it.